Task: Predict the reaction yield, written as a fraction of the theoretical maximum amount of product (1.0 means a 100% yield; for example, 0.34 means a 34% yield).. Dataset: Reaction yield outcomes from USPTO patents with 853,638 reactions (1) The reactants are C1(S([N:10]2[C:18]3[C:13](=[CH:14][C:15]([CH2:19][CH3:20])=[CH:16][CH:17]=3)[CH2:12][CH2:11]2)(=O)=O)C=CC=CC=1.[OH-].[Na+]. The catalyst is Br. The product is [CH2:19]([C:15]1[CH:14]=[C:13]2[C:18](=[CH:17][CH:16]=1)[NH:10][CH2:11][CH2:12]2)[CH3:20]. The yield is 0.320. (2) The reactants are C([O:5][C:6](=[O:52])[C:7]([O:10]/[N:11]=[C:12](/[C:39]1[N:40]=[C:41]([NH:44]C(OC(C)(C)C)=O)[S:42][CH:43]=1)\[C:13]([NH:15][C@@H:16]1[C:19](=[O:20])[N:18]([S:21]([O-:24])(=[O:23])=[O:22])[C@@H:17]1[CH2:25][N:26]1[CH:30]=[C:29]([C:31]2[CH:36]=[CH:35][N+:34]([CH3:37])=[CH:33][C:32]=2[CH3:38])[N:28]=[N:27]1)=[O:14])([CH3:9])[CH3:8])(C)(C)C.C(O)(C(F)(F)F)=O. The catalyst is C(Cl)Cl. The product is [NH2:44][C:41]1[S:42][CH:43]=[C:39](/[C:12](=[N:11]/[O:10][C:7]([C:6]([OH:52])=[O:5])([CH3:9])[CH3:8])/[C:13]([NH:15][C@@H:16]2[C:19](=[O:20])[N:18]([S:21]([O-:24])(=[O:22])=[O:23])[C@@H:17]2[CH2:25][N:26]2[CH:30]=[C:29]([C:31]3[CH:36]=[CH:35][N+:34]([CH3:37])=[CH:33][C:32]=3[CH3:38])[N:28]=[N:27]2)=[O:14])[N:40]=1. The yield is 0.620. (3) The reactants are N(C(C)C)[CH:2](C)C.[Li]CCCC.[Cl:13][C:14]1[C:23]2[C:18](=[CH:19][CH:20]=[C:21]([O:24][CH3:25])[CH:22]=2)[CH:17]=[C:16]([Cl:26])[N:15]=1.CI. The catalyst is C1COCC1. The product is [Cl:13][C:14]1[C:23]2[C:18](=[CH:19][CH:20]=[C:21]([O:24][CH3:25])[CH:22]=2)[C:17]([CH3:2])=[C:16]([Cl:26])[N:15]=1. The yield is 0.470. (4) The reactants are [Cl:1][C:2]1[CH:7]=[CH:6][C:5]([C:8]2([C:13]3[CH:14]=[CH:15][C:16]4[C:17]([CH:26]=3)=[C:18]([C:21]3[S:22][CH:23]=[CH:24][CH:25]=3)[O:19][N:20]=4)OCC[O:9]2)=[CH:4][CH:3]=1.C1COCC1. The catalyst is O. The product is [NH2:20][C:16]1[CH:15]=[CH:14][C:13]([C:8](=[O:9])[C:5]2[CH:4]=[CH:3][C:2]([Cl:1])=[CH:7][CH:6]=2)=[CH:26][C:17]=1[C:18]([C:21]1[S:22][CH:23]=[CH:24][CH:25]=1)=[O:19]. The yield is 0.980. (5) The reactants are Cl[C:2]1[N:7]=[C:6]([Cl:8])[C:5]([C:9]([F:12])([F:11])[F:10])=[CH:4][N:3]=1.CCOCC.[NH2:18][C:19]1[CH:24]=[CH:23][C:22]([CH:25]2[CH2:30][CH2:29][N:28]([C:31]([O:33][C:34]([CH3:37])([CH3:36])[CH3:35])=[O:32])[CH2:27][CH2:26]2)=[CH:21][C:20]=1[CH2:38][CH3:39].C(N(CC)CC)C. The catalyst is [Cl-].[Zn+2].[Cl-].CC(O)(C)C.ClCCCl. The product is [Cl:8][C:6]1[C:5]([C:9]([F:12])([F:11])[F:10])=[CH:4][N:3]=[C:2]([NH:18][C:19]2[CH:24]=[CH:23][C:22]([CH:25]3[CH2:26][CH2:27][N:28]([C:31]([O:33][C:34]([CH3:36])([CH3:35])[CH3:37])=[O:32])[CH2:29][CH2:30]3)=[CH:21][C:20]=2[CH2:38][CH3:39])[N:7]=1. The yield is 0.840. (6) The reactants are [NH2:1][CH2:2][C:3]([N:5]1[CH2:10][CH2:9][N:8]([C:11]([NH:13][CH2:14][C:15]2[CH:29]=[CH:28][C:18]([CH2:19][NH:20][C:21](=[O:27])[O:22][C:23]([CH3:26])([CH3:25])[CH3:24])=[CH:17][CH:16]=2)=[O:12])[CH2:7][CH2:6]1)=[O:4].CCN(CC)CC.[C:37](Cl)(=[O:40])[CH:38]=[CH2:39]. The catalyst is C(Cl)Cl. The product is [C:37]([NH:1][CH2:2][C:3]([N:5]1[CH2:6][CH2:7][N:8]([C:11]([NH:13][CH2:14][C:15]2[CH:29]=[CH:28][C:18]([CH2:19][NH:20][C:21](=[O:27])[O:22][C:23]([CH3:26])([CH3:24])[CH3:25])=[CH:17][CH:16]=2)=[O:12])[CH2:9][CH2:10]1)=[O:4])(=[O:40])[CH:38]=[CH2:39]. The yield is 0.860. (7) The reactants are [N:1]1[N:5]2[CH:6]=[CH:7][CH:8]=[N:9][C:4]2=[C:3]([C:10]([OH:12])=O)[CH:2]=1.[Br:13][C:14]1[C:15]([NH2:20])=[N:16][N:17]([CH3:19])[CH:18]=1.C(N(CC)C(C)C)(C)C. The catalyst is CN(C)C1C=CN=CC=1.CN(C)C=O. The product is [Br:13][C:14]1[C:15]([NH:20][C:10]([C:3]2[CH:2]=[N:1][N:5]3[CH:6]=[CH:7][CH:8]=[N:9][C:4]=23)=[O:12])=[N:16][N:17]([CH3:19])[CH:18]=1. The yield is 0.630.